This data is from Reaction yield outcomes from USPTO patents with 853,638 reactions. The task is: Predict the reaction yield, written as a fraction of the theoretical maximum amount of product (1.0 means a 100% yield; for example, 0.34 means a 34% yield). (1) The reactants are [CH:1]1[C:13]2[CH:12]([CH2:14][O:15][C:16]([NH:18][C@H:19]([C:25]([OH:27])=[O:26])[CH2:20][CH2:21][CH2:22][CH2:23][NH2:24])=[O:17])[C:11]3[C:6](=[CH:7][CH:8]=[CH:9][CH:10]=3)[C:5]=2[CH:4]=[CH:3][CH:2]=1.[C:28]1([S:38](Cl)(=[O:40])=[O:39])[C:37]2[C:32](=[CH:33][CH:34]=[CH:35][CH:36]=2)[CH:31]=[CH:30][CH:29]=1. No catalyst specified. The product is [C:28]1([S:38]([NH:24][CH2:23][CH2:22][CH2:21][CH2:20][C@@H:19]([C:25]([OH:27])=[O:26])[NH:18][C:16]([O:15][CH2:14][CH:12]2[C:11]3[CH:10]=[CH:9][CH:8]=[CH:7][C:6]=3[C:5]3[C:13]2=[CH:1][CH:2]=[CH:3][CH:4]=3)=[O:17])(=[O:40])=[O:39])[C:37]2[C:32](=[CH:33][CH:34]=[CH:35][CH:36]=2)[CH:31]=[CH:30][CH:29]=1. The yield is 0.660. (2) The reactants are [NH:1]1[CH2:5][CH2:4][CH:3]([OH:6])[CH2:2]1.[C:7]([O-:10])([O-])=O.[Cs+].[Cs+].C1C=CC(P([C:26]2[C:35]([C:28]3[C:27](P(C4C=CC=CC=4)C4C=CC=CC=4)=[CH:26][CH:35]=[C:34]4[C:29]=3[CH:30]=[CH:31]C=C4)=[C:34]3[C:29]([CH:30]=[CH:31]C=C3)=[CH:28][CH:27]=2)C2C=CC=CC=2)=CC=1. The catalyst is C1(C)C=CC=CC=1.C1C=CC(/C=C/C(/C=C/C2C=CC=CC=2)=O)=CC=1.C1C=CC(/C=C/C(/C=C/C2C=CC=CC=2)=O)=CC=1.C1C=CC(/C=C/C(/C=C/C2C=CC=CC=2)=O)=CC=1.[Pd].[Pd]. The product is [OH:6][CH:3]1[CH2:4][CH2:5][N:1]([C:27]2[CH:28]=[C:29]3[C:34](=[CH:35][CH:26]=2)[C:7](=[O:10])[CH2:31][CH2:30]3)[CH2:2]1. The yield is 0.280. (3) The reactants are [NH2:1][C:2]1[C:10]2[C:5](=[N:6][CH:7]=[C:8]([Cl:26])[C:9]=2[N:11]2[CH2:16][CH2:15][CH2:14][C@@H:13]([N:17]([CH3:25])[C:18](=[O:24])[O:19][C:20]([CH3:23])([CH3:22])[CH3:21])[CH2:12]2)[NH:4][CH:3]=1.[C:27](Cl)(=[O:30])[CH2:28][CH3:29].[Li+].[OH-].O. The catalyst is CN1C(=O)CCC1.N1C=CC=CC=1.CC#N.O.C(Cl)Cl. The product is [Cl:26][C:8]1[C:9]([N:11]2[CH2:16][CH2:15][CH2:14][C@@H:13]([N:17]([CH3:25])[C:18](=[O:24])[O:19][C:20]([CH3:21])([CH3:22])[CH3:23])[CH2:12]2)=[C:10]2[C:2]([NH:1][C:27](=[O:30])[CH2:28][CH3:29])=[CH:3][NH:4][C:5]2=[N:6][CH:7]=1. The yield is 0.460. (4) The reactants are [C-:1]#[N:2].[K+].[C:4]([O:8][C:9]([O:11][N:12]1[C:20]2[C:15](=[CH:16][CH:17]=[C:18]([O:21][CH3:22])[CH:19]=2)[C:14]([CH2:23]Br)=[N:13]1)=[O:10])([CH3:7])([CH3:6])[CH3:5]. The catalyst is O.C(O)C. The product is [C:4]([O:8][C:9]([O:11][N:12]1[C:20]2[C:15](=[CH:16][CH:17]=[C:18]([O:21][CH3:22])[CH:19]=2)[C:14]([CH2:23][C:1]#[N:2])=[N:13]1)=[O:10])([CH3:7])([CH3:6])[CH3:5]. The yield is 0.500. (5) The reactants are [C:1]([NH:4][C:5]1[S:6][C:7]([C:11]2[CH:12]=[C:13]([S:17](Cl)(=[O:19])=[O:18])[S:14][C:15]=2[Br:16])=[C:8]([CH3:10])[N:9]=1)(=[O:3])[CH3:2].C(N(CC)CC)C.[CH3:28][N:29]1[CH2:34][CH2:33][CH:32]([NH2:35])[CH2:31][CH2:30]1. The catalyst is C(Cl)Cl. The product is [Br:16][C:15]1[S:14][C:13]([S:17](=[O:19])(=[O:18])[NH:35][CH:32]2[CH2:33][CH2:34][N:29]([CH3:28])[CH2:30][CH2:31]2)=[CH:12][C:11]=1[C:7]1[S:6][C:5]([NH:4][C:1](=[O:3])[CH3:2])=[N:9][C:8]=1[CH3:10]. The yield is 0.740. (6) The reactants are CC(C1C=C(C(C)C)C(C2C(P(C3CCCCC3)C3CCCCC3)=C(OC)C=CC=2OC)=C(C(C)C)C=1)C.Cl[C:40]1[N:45]=[CH:44][C:43]([C:46]2([C:49]#[N:50])[CH2:48][CH2:47]2)=[CH:42][CH:41]=1.[NH2:51][C:52]1[CH:53]=[C:54]([CH:65]=[CH:66][N:67]=1)[C:55]([NH:57][C:58]1[CH:59]=[N:60][CH:61]=[C:62]([Br:64])[CH:63]=1)=[O:56].C([O-])([O-])=O.[K+].[K+]. The catalyst is CC(C1C=C(C(C)C)C(C2C(P(C3CCCCC3)C3CCCCC3)=C(OC)C=CC=2OC)=C(C(C)C)C=1)C.C1C=[C-]C(CCN)=CC=1.Cl[Pd+]. The product is [Br:64][C:62]1[CH:63]=[C:58]([NH:57][C:55](=[O:56])[C:54]2[CH:65]=[CH:66][N:67]=[C:52]([NH:51][C:40]3[CH:41]=[CH:42][C:43]([C:46]4([C:49]#[N:50])[CH2:48][CH2:47]4)=[CH:44][N:45]=3)[CH:53]=2)[CH:59]=[N:60][CH:61]=1. The yield is 0.0673. (7) The reactants are O[C:2]1[C:10]([N+:11]([O-:13])=[O:12])=[CH:9][C:5]([C:6]([OH:8])=[O:7])=[CH:4][N:3]=1.P(Cl)(Cl)([Cl:16])=O. No catalyst specified. The product is [Cl:16][C:2]1[C:10]([N+:11]([O-:13])=[O:12])=[CH:9][C:5]([C:6]([OH:8])=[O:7])=[CH:4][N:3]=1. The yield is 0.950. (8) No catalyst specified. The yield is 0.130. The reactants are [C@@H:1]1([NH:10][C:11]2[N:19]=[CH:18][N:17]=[C:16]3[C:12]=2[N:13]=[CH:14][N:15]3[C@@H:20]2O[C@H]3[C@@H:22]([O:23][Si:24]([CH:40]([CH3:42])[CH3:41])([CH:37]([CH3:39])[CH3:38])[O:25][Si:26]([CH:34]([CH3:36])[CH3:35])([CH:31]([CH3:33])[CH3:32])[O:27]C3)[C@@H:21]2[O:43][CH3:44])[C:9]2[C:4](=[CH:5][CH:6]=[CH:7][CH:8]=2)[CH2:3][CH2:2]1.Cl.[CH3:46][OH:47].[O:48]1CCOC[CH2:49]1. The product is [C@@H:1]1([NH:10][C:11]2[N:19]=[CH:18][N:17]=[C:16]3[C:12]=2[N:13]=[CH:14][N:15]3[C@@H:20]2[O:47][C@H:46]([CH2:49][OH:48])[C@@H:22]([O:23][Si:24]([CH:40]([CH3:42])[CH3:41])([CH:37]([CH3:39])[CH3:38])[O:25][Si:26]([CH:31]([CH3:33])[CH3:32])([CH:34]([CH3:35])[CH3:36])[OH:27])[C@@H:21]2[O:43][CH3:44])[C:9]2[C:4](=[CH:5][CH:6]=[CH:7][CH:8]=2)[CH2:3][CH2:2]1.